Predict the product of the given reaction. From a dataset of Forward reaction prediction with 1.9M reactions from USPTO patents (1976-2016). (1) Given the reactants CC(N(C)C)=O.[Cl:7][C:8]1[CH:13]=[CH:12][C:11]([Cl:14])=[CH:10][C:9]=1[OH:15].C(=O)([O-])[O-].[Na+:20].[Na+].Br[CH2:23][CH2:24][CH2:25][S:26]([O-:29])(=[O:28])=[O:27].[Na+], predict the reaction product. The product is: [Cl:7][C:8]1[CH:13]=[CH:12][C:11]([Cl:14])=[CH:10][C:9]=1[O:15][CH2:23][CH2:24][CH2:25][S:26]([O-:29])(=[O:28])=[O:27].[Na+:20]. (2) Given the reactants [Br:1][C:2]1[C:3]([Cl:18])=[N:4][CH:5]=[C:6]([CH:17]=1)[C:7]([NH:9][C@@H:10]([CH2:15][OH:16])[CH2:11][CH:12]([CH3:14])[CH3:13])=[O:8].CO[C:21](OC)([CH3:23])[CH3:22], predict the reaction product. The product is: [Br:1][C:2]1[CH:17]=[C:6]([C:7]([N:9]2[C@H:10]([CH2:11][CH:12]([CH3:14])[CH3:13])[CH2:15][O:16][C:21]2([CH3:23])[CH3:22])=[O:8])[CH:5]=[N:4][C:3]=1[Cl:18]. (3) Given the reactants Br[CH2:2][C:3]1[CH:8]=[CH:7][N:6]=[C:5]([C:9]([O:11][CH3:12])=[O:10])[CH:4]=1.[NH:13]1[CH:17]=[CH:16][N:15]=[CH:14]1.C([O-])([O-])=O.[K+].[K+], predict the reaction product. The product is: [N:13]1([CH2:2][C:3]2[CH:8]=[CH:7][N:6]=[C:5]([C:9]([O:11][CH3:12])=[O:10])[CH:4]=2)[CH:17]=[CH:16][N:15]=[CH:14]1. (4) The product is: [C:40]([O:39][CH2:38][C@@H:36]1[CH2:35][O:34][C:33](=[O:32])[N:37]1[C:2]1[CH:7]=[CH:6][C:5]([C:8]([N:10]2[CH2:15][CH2:14][N:13]([C:16]3[C:21]([CH3:22])=[CH:20][C:19]([CH2:23][CH3:24])=[CH:18][N:17]=3)[CH2:12][CH2:11]2)=[O:9])=[C:4]([N:25]2[CH2:29][CH2:28][CH2:27][S:26]2(=[O:31])=[O:30])[CH:3]=1)(=[O:47])[C:41]1[CH:42]=[CH:43][CH:44]=[CH:45][CH:46]=1. Given the reactants Br[C:2]1[CH:7]=[CH:6][C:5]([C:8]([N:10]2[CH2:15][CH2:14][N:13]([C:16]3[C:21]([CH3:22])=[CH:20][C:19]([CH2:23][CH3:24])=[CH:18][N:17]=3)[CH2:12][CH2:11]2)=[O:9])=[C:4]([N:25]2[CH2:29][CH2:28][CH2:27][S:26]2(=[O:31])=[O:30])[CH:3]=1.[O:32]=[C:33]1[NH:37][C@H:36]([CH2:38][O:39][C:40](=[O:47])[C:41]2[CH:46]=[CH:45][CH:44]=[CH:43][CH:42]=2)[CH2:35][O:34]1, predict the reaction product. (5) Given the reactants [I:1][C:2]1[CH:15]=[CH:14][C:5]([O:6][CH2:7][CH2:8][N:9]2[CH2:13][CH2:12][CH2:11][CH2:10]2)=[C:4]([O:16]C)[CH:3]=1.Cl.[NH+]1C=CC=CC=1, predict the reaction product. The product is: [I:1][C:2]1[CH:15]=[CH:14][C:5]([O:6][CH2:7][CH2:8][N:9]2[CH2:13][CH2:12][CH2:11][CH2:10]2)=[C:4]([OH:16])[CH:3]=1. (6) Given the reactants [CH3:1][Si:2]([CH3:17])([CH3:16])[CH2:3][CH2:4][O:5][CH2:6][N:7]1[C:11]2[CH:12]=[CH:13][CH:14]=[CH:15][C:10]=2[N:9]=[CH:8]1.C([Li])CCC.[I:23]I, predict the reaction product. The product is: [I:23][C:8]1[N:7]([CH2:6][O:5][CH2:4][CH2:3][Si:2]([CH3:17])([CH3:16])[CH3:1])[C:11]2[CH:12]=[CH:13][CH:14]=[CH:15][C:10]=2[N:9]=1. (7) The product is: [Si:1]([O:13][CH2:9][C@H:10]([OH:12])[CH3:11])([C:4]([CH3:7])([CH3:6])[CH3:5])([CH3:3])[CH3:2]. Given the reactants [Si:1](Cl)([C:4]([CH3:7])([CH3:6])[CH3:5])([CH3:3])[CH3:2].[CH2:9]([OH:13])[C@H:10]([OH:12])[CH3:11].C(N(C(C)C)CC)(C)C, predict the reaction product. (8) Given the reactants [O:1]=[C:2]1[C:7]2[CH:8]=[CH:9][CH:10]=[CH:11][C:6]=2[S:5][C:4]([C:12]2[N:17]=[C:16]([CH2:18][CH2:19][C:20]([O:22]C(C)(C)C)=[O:21])[CH:15]=[C:14]([S:27]([CH3:30])(=[O:29])=[O:28])[CH:13]=2)=[N:3]1, predict the reaction product. The product is: [O:1]=[C:2]1[C:7]2[CH:8]=[CH:9][CH:10]=[CH:11][C:6]=2[S:5][C:4]([C:12]2[N:17]=[C:16]([CH2:18][CH2:19][C:20]([OH:22])=[O:21])[CH:15]=[C:14]([S:27]([CH3:30])(=[O:29])=[O:28])[CH:13]=2)=[N:3]1. (9) Given the reactants [Br:1][C:2]1[CH:3]=[C:4]([CH2:8][C@H:9]([NH:13][C:14]([O:16][C:17]([CH3:20])([CH3:19])[CH3:18])=[O:15])[C:10](O)=[O:11])[CH:5]=[CH:6][CH:7]=1, predict the reaction product. The product is: [C:17]([O:16][C:14](=[O:15])[NH:13][C@@H:9]([CH2:8][C:4]1[CH:5]=[CH:6][CH:7]=[C:2]([Br:1])[CH:3]=1)[CH2:10][OH:11])([CH3:20])([CH3:18])[CH3:19].